This data is from Reaction yield outcomes from USPTO patents with 853,638 reactions. The task is: Predict the reaction yield, written as a fraction of the theoretical maximum amount of product (1.0 means a 100% yield; for example, 0.34 means a 34% yield). (1) The reactants are [F:1][C:2]([F:24])([F:23])[C:3]1[CH:8]=[CH:7][C:6]([C:9]2[O:13][C:12]([C:14]3[CH:22]=[CH:21][C:17]([C:18](O)=[O:19])=[CH:16][CH:15]=3)=[CH:11][CH:10]=2)=[CH:5][CH:4]=1.C[N:26](C)C=O.C(Cl)(=O)C(Cl)=O. The catalyst is O1CCCC1. The product is [F:1][C:2]([F:24])([F:23])[C:3]1[CH:8]=[CH:7][C:6]([C:9]2[O:13][C:12]([C:14]3[CH:22]=[CH:21][C:17]([C:18]([NH2:26])=[O:19])=[CH:16][CH:15]=3)=[CH:11][CH:10]=2)=[CH:5][CH:4]=1. The yield is 0.760. (2) The reactants are Cl[C:2]1[CH:7]=[CH:6][N:5]=[C:4]([NH2:8])[N:3]=1.[C:9]([N:16]1[CH2:21][CH2:20][NH:19][CH2:18][CH2:17]1)([O:11][C:12]([CH3:15])([CH3:14])[CH3:13])=[O:10]. The catalyst is C1COCC1. The product is [NH2:8][C:4]1[N:3]=[C:2]([N:19]2[CH2:18][CH2:17][N:16]([C:9]([O:11][C:12]([CH3:15])([CH3:14])[CH3:13])=[O:10])[CH2:21][CH2:20]2)[CH:7]=[CH:6][N:5]=1. The yield is 0.600.